Dataset: Full USPTO retrosynthesis dataset with 1.9M reactions from patents (1976-2016). Task: Predict the reactants needed to synthesize the given product. (1) The reactants are: F[C:2]1[CH:3]=[CH:4][C:5]([N+:9]([O-:11])=[O:10])=[C:6]([CH3:8])[CH:7]=1.CN1CCCC1=O.[NH2:19][CH2:20][CH2:21][CH2:22][CH2:23][CH2:24][OH:25].C([O-])([O-])=O.[K+].[K+]. Given the product [N+:9]([C:5]1[CH:4]=[CH:3][C:2]([NH:19][CH2:20][CH2:21][CH2:22][CH2:23][CH2:24][OH:25])=[CH:7][C:6]=1[CH3:8])([O-:11])=[O:10], predict the reactants needed to synthesize it. (2) Given the product [CH3:16][O:17][C:18]([C:20]1[N:21]([CH2:26][C:27]([O:29][C:30]([CH3:33])([CH3:32])[CH3:31])=[O:28])[CH:22]=[C:23]([CH:1]2[CH2:6][CH2:5][CH2:4][CH2:3][CH2:2]2)[CH:24]=1)=[O:19], predict the reactants needed to synthesize it. The reactants are: [CH:1]1([Mg]Cl)[CH2:6][CH2:5][CH2:4][CH2:3][CH2:2]1.CN1C(=O)CCC1.[CH3:16][O:17][C:18]([C:20]1[N:21]([CH2:26][C:27]([O:29][C:30]([CH3:33])([CH3:32])[CH3:31])=[O:28])[CH:22]=[C:23](Br)[CH:24]=1)=[O:19]. (3) Given the product [CH3:1][C:2]1[C:6]([CH2:7][O:8][C:9]2[CH:10]=[CH:11][C:12]([CH2:15][O:16][C:24]3[N:25]=[CH:26][CH:27]=[CH:28][C:29]=3[C:30]#[N:31])=[CH:13][CH:14]=2)=[CH:5][N:4]([C:17]2[CH:22]=[CH:21][CH:20]=[CH:19][N:18]=2)[N:3]=1, predict the reactants needed to synthesize it. The reactants are: [CH3:1][C:2]1[C:6]([CH2:7][O:8][C:9]2[CH:14]=[CH:13][C:12]([CH2:15][OH:16])=[CH:11][CH:10]=2)=[CH:5][N:4]([C:17]2[CH:22]=[CH:21][CH:20]=[CH:19][N:18]=2)[N:3]=1.Cl[C:24]1[C:29]([C:30]#[N:31])=[CH:28][CH:27]=[CH:26][N:25]=1.CN(C)C=O.[H-].[Na+]. (4) Given the product [Cl:43][C:38]1[CH:37]=[C:36](/[C:34](/[CH3:35])=[CH:33]/[N:6]2[C:7]3[CH:8]=[CH:9][C:10]([CH3:13])=[CH:11][C:12]=3[C:4]3[CH2:3][N:2]([CH3:1])[CH2:15][CH2:14][C:5]2=3)[CH:41]=[CH:40][C:39]=1[Cl:42], predict the reactants needed to synthesize it. The reactants are: [CH3:1][N:2]1[CH2:15][CH2:14][C:5]2[NH:6][C:7]3[CH:8]=[CH:9][C:10]([CH3:13])=[CH:11][C:12]=3[C:4]=2[CH2:3]1.N1CCC[C@H]1C(O)=O.P([O-])([O-])([O-])=O.[K+].[K+].[K+].Br[CH:33]=[C:34]([C:36]1[CH:41]=[CH:40][C:39]([Cl:42])=[C:38]([Cl:43])[CH:37]=1)[CH3:35]. (5) Given the product [N:2]1[NH:45][N:46]=[N:47][C:1]=1[CH2:3][CH2:4][CH2:5][CH2:6][CH2:7][NH:8][C:9]([NH:11][C@@:12]([C:27]1[CH:32]=[C:31]([O:33][C:34]([F:38])([F:39])[CH:35]([F:36])[F:37])[CH:30]=[C:29]([F:40])[CH:28]=1)([C:20]1[CH:25]=[CH:24][C:23]([F:26])=[CH:22][CH:21]=1)[CH2:13][C:14]1[CH:15]=[CH:16][CH:17]=[CH:18][CH:19]=1)=[O:10], predict the reactants needed to synthesize it. The reactants are: [C:1]([CH2:3][CH2:4][CH2:5][CH2:6][CH2:7][NH:8][C:9]([NH:11][C@@:12]([C:27]1[CH:32]=[C:31]([O:33][C:34]([F:39])([F:38])[CH:35]([F:37])[F:36])[CH:30]=[C:29]([F:40])[CH:28]=1)([C:20]1[CH:25]=[CH:24][C:23]([F:26])=[CH:22][CH:21]=1)[CH2:13][C:14]1[CH:19]=[CH:18][CH:17]=[CH:16][CH:15]=1)=[O:10])#[N:2].[Si]([N:45]=[N+:46]=[N-:47])(C)(C)C. (6) Given the product [C:44]([C:32]1[C:33]([O:35][CH:36]2[CH:41]3[CH2:42][CH2:43][N:38]([CH2:39][CH2:40]3)[CH2:37]2)=[CH:34][C:29]([NH:28][C:26]([N:17]2[C:18]3[C:13](=[CH:12][C:11]([CH2:10][OH:9])=[C:20]([CH:21]=[O:22])[N:19]=3)[CH2:14][CH2:15][CH2:16]2)=[O:27])=[N:30][CH:31]=1)#[N:45], predict the reactants needed to synthesize it. The reactants are: Cl.[Si]([O:9][CH2:10][C:11]1[CH:12]=[C:13]2[C:18](=[N:19][C:20]=1[CH:21](OC)[O:22]C)[N:17]([C:26]([NH:28][C:29]1[CH:34]=[C:33]([O:35][CH:36]3[CH:41]4[CH2:42][CH2:43][N:38]([CH2:39][CH2:40]4)[CH2:37]3)[C:32]([C:44]#[N:45])=[CH:31][N:30]=1)=[O:27])[CH2:16][CH2:15][CH2:14]2)(C(C)(C)C)(C)C.C([O-])(O)=O.[Na+]. (7) Given the product [CH2:1]([CH:3]1[CH:7]([C:8]2[N:12]3[C:13]4[CH:19]=[CH:18][N:17]([CH2:20][O:21][CH2:22][CH2:23][Si:24]([CH3:26])([CH3:25])[CH3:27])[C:14]=4[N:15]=[CH:16][C:11]3=[N:10][N:9]=2)[CH2:6][CH:5]([O:28][C:32]2[N:33]=[CH:34][C:35]([C:38]#[N:39])=[N:36][CH:37]=2)[CH2:4]1)[CH3:2], predict the reactants needed to synthesize it. The reactants are: [CH2:1]([CH:3]1[CH:7]([C:8]2[N:12]3[C:13]4[CH:19]=[CH:18][N:17]([CH2:20][O:21][CH2:22][CH2:23][Si:24]([CH3:27])([CH3:26])[CH3:25])[C:14]=4[N:15]=[CH:16][C:11]3=[N:10][N:9]=2)[CH2:6][CH:5]([OH:28])[CH2:4]1)[CH3:2].[H-].[Na+].Cl[C:32]1[CH:37]=[N:36][C:35]([C:38]#[N:39])=[CH:34][N:33]=1. (8) The reactants are: [CH2:1]([S:3]([C:5]1[O:6][C:7]2[C:12]([C:13](=[O:23])[C:14]=1[CH2:15][O:16][CH:17]1[CH2:22][CH2:21][CH2:20][CH2:19][O:18]1)=[CH:11][CH:10]=[CH:9][CH:8]=2)=O)[CH3:2].[C:24]([C:28]1[CH:35]=[CH:34]C(CS)=[CH:30][CH:29]=1)([CH3:27])([CH3:26])[CH3:25]. Given the product [C:24]([C:28]1[CH:35]=[CH:34][C:2]([CH2:1][S:3][C:5]2[O:6][C:7]3[C:12]([C:13](=[O:23])[C:14]=2[CH2:15][O:16][CH:17]2[CH2:22][CH2:21][CH2:20][CH2:19][O:18]2)=[CH:11][CH:10]=[CH:9][CH:8]=3)=[CH:30][CH:29]=1)([CH3:27])([CH3:26])[CH3:25], predict the reactants needed to synthesize it. (9) Given the product [CH:1]1([C:9]([OH:11])=[O:10])[CH2:2][CH2:3][CH2:4][CH:5]=[CH:6][CH2:7][CH2:8]1, predict the reactants needed to synthesize it. The reactants are: [CH:1]1([C:9]([O:11]C(C)(C)C)=[O:10])[CH2:8][CH2:7][CH2:6][CH:5]=[CH:4][CH2:3][CH2:2]1.FC(F)(F)C(O)=O.C(O)C.C([O-])(O)=O.[Na+]. (10) The reactants are: [Br:1][C:2]1[CH:3]=[C:4]([C:8](=O)[C:9]([C:11]2[CH:16]=[CH:15][C:14](OC)=[CH:13]C=2)=O)[CH:5]=[CH:6][CH:7]=1.Cl.[CH3:21][NH:22][C:23]([NH2:25])=[NH:24].[C:26](=[O:29])([O-])[O-].[Na+].[Na+].[O:32]1[CH2:37]COCC1. Given the product [NH2:25][C:23]1[N:22]([CH3:21])[C:37](=[O:32])[C:8]([C:4]2[CH:5]=[CH:6][CH:7]=[C:2]([Br:1])[CH:3]=2)([C:9]2[CH:11]=[CH:16][C:15]([O:29][CH3:26])=[CH:14][CH:13]=2)[N:24]=1, predict the reactants needed to synthesize it.